This data is from Carcinogenicity classification data from Lagunin et al.. The task is: Regression/Classification. Given a drug SMILES string, predict its toxicity properties. Task type varies by dataset: regression for continuous values (e.g., LD50, hERG inhibition percentage) or binary classification for toxic/non-toxic outcomes (e.g., AMES mutagenicity, cardiotoxicity, hepatotoxicity). Dataset: carcinogens_lagunin. The molecule is COc1ccn(C)c(=O)c1C#N. The result is 0 (non-carcinogenic).